This data is from NCI-60 drug combinations with 297,098 pairs across 59 cell lines. The task is: Regression. Given two drug SMILES strings and cell line genomic features, predict the synergy score measuring deviation from expected non-interaction effect. (1) Drug 1: C1C(C(OC1N2C=C(C(=O)NC2=O)F)CO)O. Drug 2: CC1C(C(CC(O1)OC2CC(CC3=C2C(=C4C(=C3O)C(=O)C5=C(C4=O)C(=CC=C5)OC)O)(C(=O)CO)O)N)O.Cl. Cell line: DU-145. Synergy scores: CSS=39.9, Synergy_ZIP=-4.85, Synergy_Bliss=-4.43, Synergy_Loewe=-5.70, Synergy_HSA=-0.688. (2) Drug 1: CC1=CC=C(C=C1)C2=CC(=NN2C3=CC=C(C=C3)S(=O)(=O)N)C(F)(F)F. Drug 2: B(C(CC(C)C)NC(=O)C(CC1=CC=CC=C1)NC(=O)C2=NC=CN=C2)(O)O. Cell line: RPMI-8226. Synergy scores: CSS=47.2, Synergy_ZIP=6.24, Synergy_Bliss=5.65, Synergy_Loewe=-27.4, Synergy_HSA=-4.71. (3) Drug 1: COC1=CC(=CC(=C1O)OC)C2C3C(COC3=O)C(C4=CC5=C(C=C24)OCO5)OC6C(C(C7C(O6)COC(O7)C8=CC=CS8)O)O. Drug 2: C1CN(P(=O)(OC1)NCCCl)CCCl. Cell line: BT-549. Synergy scores: CSS=29.9, Synergy_ZIP=1.00, Synergy_Bliss=0.447, Synergy_Loewe=-34.5, Synergy_HSA=0.230. (4) Drug 1: CC1C(C(CC(O1)OC2CC(OC(C2O)C)OC3=CC4=CC5=C(C(=O)C(C(C5)C(C(=O)C(C(C)O)O)OC)OC6CC(C(C(O6)C)O)OC7CC(C(C(O7)C)O)OC8CC(C(C(O8)C)O)(C)O)C(=C4C(=C3C)O)O)O)O. Drug 2: CN(CC1=CN=C2C(=N1)C(=NC(=N2)N)N)C3=CC=C(C=C3)C(=O)NC(CCC(=O)O)C(=O)O. Cell line: MOLT-4. Synergy scores: CSS=48.8, Synergy_ZIP=1.03, Synergy_Bliss=4.48, Synergy_Loewe=-5.55, Synergy_HSA=1.99.